This data is from Reaction yield outcomes from USPTO patents with 853,638 reactions. The task is: Predict the reaction yield, written as a fraction of the theoretical maximum amount of product (1.0 means a 100% yield; for example, 0.34 means a 34% yield). (1) The yield is 1.00. The catalyst is CCOC(C)=O.CCO.[Pd]. The product is [CH:1]12[CH2:7][CH:4]([CH2:5][CH2:6]1)[C:3]([C:8]([OH:10])=[O:9])=[C:2]2[C:11]([OH:13])=[O:12]. The reactants are [CH:1]12[CH2:7][CH:4]([CH:5]=[CH:6]1)[C:3]([C:8]([OH:10])=[O:9])=[C:2]2[C:11]([OH:13])=[O:12]. (2) The reactants are I[C:2]1[CH:7]=[CH:6][CH:5]=[C:4]([O:8][CH2:9][CH2:10][O:11][CH3:12])[CH:3]=1.Br[C:14]([F:21])([F:20])[C:15]([O:17][CH2:18][CH3:19])=[O:16]. The catalyst is CS(C)=O.[Cu]. The product is [F:20][C:14]([F:21])([C:2]1[CH:7]=[CH:6][CH:5]=[C:4]([O:8][CH2:9][CH2:10][O:11][CH3:12])[CH:3]=1)[C:15]([O:17][CH2:18][CH3:19])=[O:16]. The yield is 0.610.